From a dataset of Forward reaction prediction with 1.9M reactions from USPTO patents (1976-2016). Predict the product of the given reaction. (1) Given the reactants Br[C:2]1[C:3]([O:26][CH3:27])=[C:4]2[C:9](=[CH:10][CH:11]=1)[CH:8]([CH2:12][N:13]1[CH2:18][CH2:17][N:16]([C:19]([O:21][C:22]([CH3:25])([CH3:24])[CH3:23])=[O:20])[CH2:15][CH2:14]1)[O:7][CH2:6][CH2:5]2.N#N.[CH3:30][N:31](C=O)C, predict the reaction product. The product is: [C:30]([C:2]1[C:3]([O:26][CH3:27])=[C:4]2[C:9](=[CH:10][CH:11]=1)[CH:8]([CH2:12][N:13]1[CH2:18][CH2:17][N:16]([C:19]([O:21][C:22]([CH3:23])([CH3:24])[CH3:25])=[O:20])[CH2:15][CH2:14]1)[O:7][CH2:6][CH2:5]2)#[N:31]. (2) Given the reactants N12CCC(CC1)[C@@H]([O:9][C:10](=[O:61])[NH:11][C:12]1[CH:17]=[C:16]([CH2:18][CH2:19][CH2:20][N:21]3[C:25]4[CH:26]=[CH:27][C:28]([CH2:30][NH:31][CH2:32][C@H:33]([O:46][Si](C(C)(C)C)(C)C)[C:34]5[CH:43]=[CH:42][C:41]([OH:44])=[C:40]6[C:35]=5[CH:36]=[CH:37][C:38](=[O:45])[NH:39]6)=[CH:29][C:24]=4[O:23][C:22]3=[O:54])[CH:15]=[CH:14][C:13]=1[C:55]1[CH:60]=[CH:59][CH:58]=[CH:57][CH:56]=1)C2.[FH:62].F.F.[CH2:65]([N:67]([CH2:70][CH3:71])[CH2:68][CH3:69])[CH3:66].O1CCC[CH2:73]1, predict the reaction product. The product is: [FH:62].[FH:62].[N:67]12[CH2:70][CH2:71][CH:73]([CH2:69][CH2:68]1)[C@@H:66]([N:11]([C:12]1[CH:17]=[C:16]([CH2:18][CH2:19][CH2:20][N:21]3[C:25]4[CH:26]=[CH:27][C:28]([CH2:30][NH:31][CH2:32][C@H:33]([OH:46])[C:34]5[CH:43]=[CH:42][C:41]([OH:44])=[C:40]6[C:35]=5[CH:36]=[CH:37][C:38](=[O:45])[NH:39]6)=[CH:29][C:24]=4[O:23][C:22]3=[O:54])[CH:15]=[CH:14][C:13]=1[C:55]1[CH:56]=[CH:57][CH:58]=[CH:59][CH:60]=1)[C:10](=[O:9])[OH:61])[CH2:65]2. (3) Given the reactants [NH2:1][C:2]1[C:3]([CH3:24])=[C:4]([CH:21]=[CH:22][CH:23]=1)[O:5][C:6]1[CH:7]=[CH:8][C:9]2[N:10]([CH:12]=[C:13]([NH:15][C:16]([CH:18]3[CH2:20][CH2:19]3)=[O:17])[N:14]=2)[N:11]=1.[CH3:25][N:26]1[C:30]([C:31](Cl)=[O:32])=[CH:29][C:28]([CH3:34])=[N:27]1.C(N(CC)CC)C, predict the reaction product. The product is: [CH:18]1([C:16]([NH:15][C:13]2[N:14]=[C:9]3[CH:8]=[CH:7][C:6]([O:5][C:4]4[C:3]([CH3:24])=[C:2]([NH:1][C:31]([C:30]5[N:26]([CH3:25])[N:27]=[C:28]([CH3:34])[CH:29]=5)=[O:32])[CH:23]=[CH:22][CH:21]=4)=[N:11][N:10]3[CH:12]=2)=[O:17])[CH2:20][CH2:19]1.